Dataset: Forward reaction prediction with 1.9M reactions from USPTO patents (1976-2016). Task: Predict the product of the given reaction. Given the reactants [Cl:1][C:2]1[CH:3]=[C:4]([NH:9][C@H:10]([C:12]([OH:14])=[O:13])[CH3:11])[CH:5]=[CH:6][C:7]=1[Cl:8].Br[CH2:16][C:17]([O:19][C:20]([CH3:23])([CH3:22])[CH3:21])=[O:18], predict the reaction product. The product is: [C:20]([O:19][C:17]([CH2:16][O:13][C:12](=[O:14])[C@H:10]([CH3:11])[NH:9][C:4]1[CH:5]=[CH:6][C:7]([Cl:8])=[C:2]([Cl:1])[CH:3]=1)=[O:18])([CH3:23])([CH3:22])[CH3:21].